Dataset: Full USPTO retrosynthesis dataset with 1.9M reactions from patents (1976-2016). Task: Predict the reactants needed to synthesize the given product. (1) Given the product [C:1]([O:5][C:6](=[O:7])[NH:8][CH:9]([C:10](=[O:12])[N:26]([CH:23]([CH3:25])[CH3:24])[CH:27]([C:29]1[NH:30][CH:31]=[C:32]([C:34]2[CH:39]=[CH:38][CH:37]=[CH:36][CH:35]=2)[N:33]=1)[CH3:28])[CH2:13][C:14]1[C:19]([CH3:20])=[CH:18][C:17]([OH:21])=[CH:16][C:15]=1[CH3:22])([CH3:2])([CH3:3])[CH3:4], predict the reactants needed to synthesize it. The reactants are: [C:1]([O:5][C:6]([NH:8][CH:9]([CH2:13][C:14]1[C:19]([CH3:20])=[CH:18][C:17]([OH:21])=[CH:16][C:15]=1[CH3:22])[C:10]([OH:12])=O)=[O:7])([CH3:4])([CH3:3])[CH3:2].[CH:23]([NH:26][CH:27]([C:29]1[NH:30][CH:31]=[C:32]([C:34]2[CH:39]=[CH:38][CH:37]=[CH:36][CH:35]=2)[N:33]=1)[CH3:28])([CH3:25])[CH3:24].ON1C2C=CC=CC=2N=N1.Cl.CN(C)CCCN=C=NCC. (2) Given the product [CH2:1]([O:5][C:6]1[N:11]=[C:10]([NH:19][NH2:20])[CH:9]=[C:8]([N:13]2[CH2:18][CH2:17][O:16][CH2:15][CH2:14]2)[N:7]=1)[CH2:2][CH2:3][CH3:4], predict the reactants needed to synthesize it. The reactants are: [CH2:1]([O:5][C:6]1[N:11]=[C:10](Cl)[CH:9]=[C:8]([N:13]2[CH2:18][CH2:17][O:16][CH2:15][CH2:14]2)[N:7]=1)[CH2:2][CH2:3][CH3:4].[NH2:19][NH2:20]. (3) Given the product [Cl:26][C:27]1[CH:32]=[C:31]([C:2]2[CH:3]=[C:4]3[C:9](=[CH:10][CH:11]=2)[N:8]=[CH:7][C:6]([C:12](=[O:14])[CH3:13])=[C:5]3[NH:15][C@H:16]2[CH2:21][CH2:20][C@H:19]([CH2:22][N:23]([CH3:24])[CH3:25])[CH2:18][CH2:17]2)[CH:30]=[C:29]([F:42])[C:28]=1[OH:43], predict the reactants needed to synthesize it. The reactants are: Br[C:2]1[CH:3]=[C:4]2[C:9](=[CH:10][CH:11]=1)[N:8]=[CH:7][C:6]([C:12](=[O:14])[CH3:13])=[C:5]2[NH:15][C@H:16]1[CH2:21][CH2:20][C@H:19]([CH2:22][N:23]([CH3:25])[CH3:24])[CH2:18][CH2:17]1.[Cl:26][C:27]1[CH:32]=[C:31](B2OC(C)(C)C(C)(C)O2)[CH:30]=[C:29]([F:42])[C:28]=1[OH:43]. (4) Given the product [C:1]([O:5][C:6](=[O:7])[NH:8][C:9]1[C:18]2[C:13](=[CH:14][CH:15]=[CH:16][CH:17]=2)[C:12]([O:19][CH2:27][C:28]#[N:29])=[CH:11][CH:10]=1)([CH3:4])([CH3:2])[CH3:3], predict the reactants needed to synthesize it. The reactants are: [C:1]([O:5][C:6]([NH:8][C:9]1[C:18]2[C:13](=[CH:14][CH:15]=[CH:16][CH:17]=2)[C:12]([OH:19])=[CH:11][CH:10]=1)=[O:7])([CH3:4])([CH3:3])[CH3:2].C(=O)([O-])[O-].[K+].[K+].Br[CH2:27][C:28]#[N:29].C(OCC)(=O)C.